Dataset: Full USPTO retrosynthesis dataset with 1.9M reactions from patents (1976-2016). Task: Predict the reactants needed to synthesize the given product. (1) Given the product [C:12]([O:11][C:9]([N:32]1[C:33]2[C:29](=[CH:28][CH:27]=[C:26]([Br:25])[CH:34]=2)[C:30]([CH2:36][OH:37])([CH3:35])[CH2:31]1)=[O:10])([CH3:13])([CH3:14])[CH3:15], predict the reactants needed to synthesize it. The reactants are: [C:9](O[C:9]([O:11][C:12]([CH3:15])([CH3:14])[CH3:13])=[O:10])([O:11][C:12]([CH3:15])([CH3:14])[CH3:13])=[O:10].CCN(C(C)C)C(C)C.[Br:25][C:26]1[CH:34]=[C:33]2[C:29]([C:30]([CH2:36][OH:37])([CH3:35])[CH2:31][NH:32]2)=[CH:28][CH:27]=1. (2) Given the product [Cl:1][C:2]1[C:3](/[C:9](=[N:25]\[O:26][CH:27]([CH3:29])[CH3:28])/[C@@H:10]([NH:12][C:13](=[O:24])[C:14]2[CH:19]=[CH:18][CH:17]=[CH:16][C:15]=2[C:20]([F:22])([F:21])[F:23])[CH3:11])=[N:4][CH:5]=[C:6]([Cl:8])[CH:7]=1, predict the reactants needed to synthesize it. The reactants are: [Cl:1][C:2]1[C:3]([C:9](=[N:25][O:26][CH:27]([CH3:29])[CH3:28])[C@@H:10]([NH:12][C:13](=[O:24])[C:14]2[CH:19]=[CH:18][CH:17]=[CH:16][C:15]=2[C:20]([F:23])([F:22])[F:21])[CH3:11])=[N:4][CH:5]=[C:6]([Cl:8])[CH:7]=1. (3) The reactants are: [CH3:1][N:2]1[CH2:7][CH2:6][N:5]([C:8]2[CH:13]=[CH:12][CH:11]=[CH:10][C:9]=2[CH2:14][CH:15]2[CH2:19][CH2:18][N:17]([C:20]3[CH:25]=[CH:24][C:23]([C:26]([F:29])([F:28])[F:27])=[CH:22][CH:21]=3)[C:16]2=[O:30])[CH2:4][CH2:3]1.[C:31]1([CH3:58])[CH:36]=[CH:35][C:34]([C:37]([C@:39]([C:55]([OH:57])=[O:56])([OH:54])[C@:40]([C:45]([C:47]2[CH:52]=[CH:51][C:50]([CH3:53])=[CH:49][CH:48]=2)=[O:46])([OH:44])[C:41]([OH:43])=[O:42])=[O:38])=[CH:33][CH:32]=1. Given the product [C:31]1([CH3:58])[CH:36]=[CH:35][C:34]([C:37]([C@:39]([C:55]([OH:57])=[O:56])([OH:54])[C@:40]([C:45]([C:47]2[CH:48]=[CH:49][C:50]([CH3:53])=[CH:51][CH:52]=2)=[O:46])([OH:44])[C:41]([OH:43])=[O:42])=[O:38])=[CH:33][CH:32]=1.[CH3:1][N:2]1[CH2:7][CH2:6][N:5]([C:8]2[CH:13]=[CH:12][CH:11]=[CH:10][C:9]=2[CH2:14][C@H:15]2[CH2:19][CH2:18][N:17]([C:20]3[CH:21]=[CH:22][C:23]([C:26]([F:29])([F:28])[F:27])=[CH:24][CH:25]=3)[C:16]2=[O:30])[CH2:4][CH2:3]1, predict the reactants needed to synthesize it. (4) Given the product [F:1][C:2]([F:7])([F:6])[C:3]([OH:5])=[O:4].[CH2:8]([S:10]([N:13]1[CH2:18][CH2:17][CH:16]([C:19]2[C:27]3[C:22](=[C:23]([C:38]([NH2:40])=[O:39])[CH:24]=[C:25]([C:28]4[CH:33]=[C:32]([CH2:34][NH:35][CH2:36][CH2:2][CH3:3])[CH:31]=[CH:30][C:29]=4[F:37])[CH:26]=3)[NH:21][CH:20]=2)[CH2:15][CH2:14]1)(=[O:11])=[O:12])[CH3:9], predict the reactants needed to synthesize it. The reactants are: [F:1][C:2]([F:7])([F:6])[C:3]([OH:5])=[O:4].[CH2:8]([S:10]([N:13]1[CH2:18][CH2:17][CH:16]([C:19]2[C:27]3[C:22](=[C:23]([C:38]([NH2:40])=[O:39])[CH:24]=[C:25]([C:28]4[CH:33]=[C:32]([CH2:34][NH:35][CH3:36])[CH:31]=[CH:30][C:29]=4[F:37])[CH:26]=3)[NH:21][CH:20]=2)[CH2:15][CH2:14]1)(=[O:12])=[O:11])[CH3:9].CN.